This data is from Catalyst prediction with 721,799 reactions and 888 catalyst types from USPTO. The task is: Predict which catalyst facilitates the given reaction. Reactant: Cl[C:2]1[N:7]=[CH:6][C:5]([CH:8]([CH3:11])[C:9]#[N:10])=[CH:4][CH:3]=1.C(N(CC)CC)C.[CH3:19][O:20][CH2:21][CH2:22][NH:23]C. Product: [CH3:19][O:20][CH2:21][CH2:22][NH:23][C:2]1[N:7]=[CH:6][C:5]([CH:8]([CH3:11])[C:9]#[N:10])=[CH:4][CH:3]=1. The catalyst class is: 58.